From a dataset of Peptide-MHC class II binding affinity with 134,281 pairs from IEDB. Regression. Given a peptide amino acid sequence and an MHC pseudo amino acid sequence, predict their binding affinity value. This is MHC class II binding data. The binding affinity (normalized) is 0.310. The MHC is DRB1_0401 with pseudo-sequence DRB1_0401. The peptide sequence is ALHIYMNGTMSQVQGSA.